The task is: Predict the product of the given reaction.. This data is from Forward reaction prediction with 1.9M reactions from USPTO patents (1976-2016). Given the reactants [CH2:1]([O:5][CH2:6][CH2:7][O:8][C:9]1[CH:14]=[CH:13][C:12]([C:15]2[CH:16]=[CH:17][C:18]3[N:24]([CH2:25][CH:26]([CH3:28])[CH3:27])[CH2:23][CH2:22][C:21]([C:29]([NH:31][C:32]4[CH:33]=[N:34][C:35]([S:38][CH2:39][C:40]5[CH:45]=[CH:44][CH:43]=[CH:42][N:41]=5)=[CH:36][CH:37]=4)=[O:30])=[CH:20][C:19]=3[CH:46]=2)=[CH:11][CH:10]=1)[CH2:2][CH2:3][CH3:4].ClC1C=CC=C(C(OO)=[O:55])C=1.S([O-])([O-])(=O)=S.[Na+].[Na+], predict the reaction product. The product is: [CH2:1]([O:5][CH2:6][CH2:7][O:8][C:9]1[CH:10]=[CH:11][C:12]([C:15]2[CH:16]=[CH:17][C:18]3[N:24]([CH2:25][CH:26]([CH3:27])[CH3:28])[CH2:23][CH2:22][C:21]([C:29]([NH:31][C:32]4[CH:33]=[N:34][C:35]([S:38]([CH2:39][C:40]5[CH:45]=[CH:44][CH:43]=[CH:42][N:41]=5)=[O:55])=[CH:36][CH:37]=4)=[O:30])=[CH:20][C:19]=3[CH:46]=2)=[CH:13][CH:14]=1)[CH2:2][CH2:3][CH3:4].